This data is from Experimentally validated miRNA-target interactions with 360,000+ pairs, plus equal number of negative samples. The task is: Binary Classification. Given a miRNA mature sequence and a target amino acid sequence, predict their likelihood of interaction. The miRNA is hsa-miR-124-3p with sequence UAAGGCACGCGGUGAAUGCCAA. The protein sequence of the target gene is MASVHESLYFNPMMTNGVVHANVFGIKDWVTPYKIAVLVLLNEMSRTGEGAVSLMERRRLNQLLLPLLQGPDITLSKLYKLIEESCPQLANSVQIRIKLMAEGELKDMEQFFDDLSDSFSGTEPEVHKTSVVGLFLRHMILAYSKLSFSQVFKLYTALQQYFQNGEKKTVEDADMELTSRDEGERKMEKEELDVSVREEEVSCSGPLSQKQAEFFLSQQASLLKNDETKALTPASLQKELNNLLKFNPDFAEAHYLSYLNNLRVQDVFSSTHSLLHYFDRLILTGAESKSNGEEGYGRSL.... Result: 1 (interaction).